This data is from Full USPTO retrosynthesis dataset with 1.9M reactions from patents (1976-2016). The task is: Predict the reactants needed to synthesize the given product. Given the product [CH:1]1([N:4]2[CH2:9][CH2:8][CH:7]([C:10]([Cl:21])=[O:12])[CH2:6][CH2:5]2)[CH2:3][CH2:2]1, predict the reactants needed to synthesize it. The reactants are: [CH:1]1([N:4]2[CH2:9][CH2:8][CH:7]([C:10]([OH:12])=O)[CH2:6][CH2:5]2)[CH2:3][CH2:2]1.CN(C)C=O.C(Cl)(=O)C([Cl:21])=O.